Dataset: Full USPTO retrosynthesis dataset with 1.9M reactions from patents (1976-2016). Task: Predict the reactants needed to synthesize the given product. (1) Given the product [C:8]1([N:7]([C:1]2[CH:2]=[CH:3][CH:4]=[CH:5][CH:6]=2)[C:25](=[O:31])[N:16]([C:17]2[CH:18]=[CH:10][CH:9]=[CH:8][CH:13]=2)[C:19]2[CH:20]=[CH:3][CH:2]=[CH:1][CH:6]=2)[CH:9]=[CH:10][CH:11]=[CH:12][CH:13]=1, predict the reactants needed to synthesize it. The reactants are: [C:1]1([NH:7][C:8]2[CH:13]=[CH:12][CH:11]=[CH:10][CH:9]=2)[CH:6]=[CH:5][CH:4]=[CH:3][CH:2]=1.C([N:16]([CH2:19][CH3:20])[CH2:17][CH3:18])C.ClC(Cl)(O[C:25](=[O:31])OC(Cl)(Cl)Cl)Cl. (2) The reactants are: [CH3:1][C:2]1([CH3:20])[C:10]2[C:5](=[CH:6][CH:7]=[C:8](OS(C(F)(F)F)(=O)=O)[CH:9]=2)[C:4](=[O:19])[CH2:3]1.[C:21]([C:24]1[CH:29]=[CH:28][CH:27]=[CH:26][C:25]=1B(O)O)(=[O:23])[CH3:22]. Given the product [C:21]([C:24]1[CH:29]=[CH:28][CH:27]=[CH:26][C:25]=1[C:8]1[CH:9]=[C:10]2[C:5](=[CH:6][CH:7]=1)[C:4](=[O:19])[CH2:3][C:2]2([CH3:20])[CH3:1])(=[O:23])[CH3:22], predict the reactants needed to synthesize it. (3) The reactants are: [CH3:1][O:2][C:3]1[CH:4]=[C:5]2[C:10](=[CH:11][C:12]=1[O:13][CH3:14])[N:9]=[CH:8][CH:7]=[C:6]2[O:15][C:16]1[CH:22]=[CH:21][C:19]([NH2:20])=[C:18]([C:23]([F:26])([F:25])[F:24])[CH:17]=1.C(N(CC)CC)C.ClC(Cl)(O[C:38](=[O:44])OC(Cl)(Cl)Cl)Cl.[CH3:46][C:47]1[N:48]=[C:49]([CH:53]([NH2:55])[CH3:54])[S:50][C:51]=1[CH3:52]. Given the product [CH3:1][O:2][C:3]1[CH:4]=[C:5]2[C:10](=[CH:11][C:12]=1[O:13][CH3:14])[N:9]=[CH:8][CH:7]=[C:6]2[O:15][C:16]1[CH:22]=[CH:21][C:19]([NH:20][C:38]([NH:55][CH:53]([C:49]2[S:50][C:51]([CH3:52])=[C:47]([CH3:46])[N:48]=2)[CH3:54])=[O:44])=[C:18]([C:23]([F:25])([F:26])[F:24])[CH:17]=1, predict the reactants needed to synthesize it. (4) Given the product [C:33]1([S:39]([CH2:42][C:43]2[CH:44]=[CH:45][C:46]3[C:54]4[CH:58]=[CH:57][O:56][C:55]=4[CH2:59][CH2:60][O:53][C:47]=3[C:48]=2[C:49]([O:51][CH3:52])=[O:50])(=[O:41])=[O:40])[CH:38]=[CH:37][CH:36]=[CH:35][CH:34]=1, predict the reactants needed to synthesize it. The reactants are: C(OC(N(C(OC(C)(C)C)=O)C1C(C(OC)=O)=C2C(C3C=COC=3CO2)=CC=1)=O)(C)(C)C.[C:33]1([S:39]([CH2:42][C:43]2[C:48]([C:49]([O:51][CH3:52])=[O:50])=[C:47]([OH:53])[C:46]([C:54]3[CH:58]=[CH:57][O:56][C:55]=3[CH2:59][CH2:60]O)=[CH:45][CH:44]=2)(=[O:41])=[O:40])[CH:38]=[CH:37][CH:36]=[CH:35][CH:34]=1. (5) The reactants are: Br[CH2:2][CH2:3][CH2:4][CH2:5][O:6][C:7]1[CH:22]=[CH:21][C:10]2[C:11]([C:14]3[CH:19]=[CH:18][C:17]([F:20])=[CH:16][CH:15]=3)=[N:12][S:13][C:9]=2[CH:8]=1.[CH3:23][O:24][CH2:25][CH2:26][NH:27][CH2:28][CH3:29]. Given the product [CH2:28]([N:27]([CH2:2][CH2:3][CH2:4][CH2:5][O:6][C:7]1[CH:22]=[CH:21][C:10]2[C:11]([C:14]3[CH:19]=[CH:18][C:17]([F:20])=[CH:16][CH:15]=3)=[N:12][S:13][C:9]=2[CH:8]=1)[CH2:26][CH2:25][O:24][CH3:23])[CH3:29], predict the reactants needed to synthesize it.